Dataset: Forward reaction prediction with 1.9M reactions from USPTO patents (1976-2016). Task: Predict the product of the given reaction. (1) Given the reactants Br[C:2]1[N:6]2[CH:7]=[CH:8][C:9]([C:11]([CH3:21])([O:13][Si:14]([CH2:19][CH3:20])([CH2:17][CH3:18])[CH2:15][CH3:16])[CH3:12])=[N:10][C:5]2=[N:4][CH:3]=1.[CH2:22]([N:29]1[CH2:34][CH:33]=[C:32]([C:35]2[N:40]=[C:39](Cl)[CH:38]=[CH:37][N:36]=2)[CH2:31][CH2:30]1)[C:23]1[CH:28]=[CH:27][CH:26]=[CH:25][CH:24]=1, predict the reaction product. The product is: [CH2:22]([N:29]1[CH2:30][CH:31]=[C:32]([C:35]2[N:36]=[C:37]([C:2]3[N:6]4[CH:7]=[CH:8][C:9]([C:11]([CH3:21])([O:13][Si:14]([CH2:19][CH3:20])([CH2:17][CH3:18])[CH2:15][CH3:16])[CH3:12])=[N:10][C:5]4=[N:4][CH:3]=3)[CH:38]=[CH:39][N:40]=2)[CH2:33][CH2:34]1)[C:23]1[CH:24]=[CH:25][CH:26]=[CH:27][CH:28]=1. (2) Given the reactants [K].[O-:2][C:3]([CH:5]([CH:7]([C:9]([OH:11])=[O:10])[OH:8])[OH:6])=[O:4].[Cl-].[Mg+2:13].[Cl-].[OH-].[Mg+2].[OH-], predict the reaction product. The product is: [C:3]([CH:5]([CH:7]([C:9]([O-:11])=[O:10])[OH:8])[OH:6])([O-:4])=[O:2].[Mg+2:13]. (3) Given the reactants C([O:9][CH2:10][C@@H:11]1[S:15][C@H:14]([N:16]2[CH:31]=[CH:30][C:20]([NH:21]C(=O)C3C=CC=CC=3)=[N:19][C:17]2=[O:18])[CH2:13][O:12]1)(=O)C1C=CC=CC=1, predict the reaction product. The product is: [OH:9][CH2:10][C@@H:11]1[S:15][C@H:14]([N:16]2[CH:31]=[CH:30][C:20]([NH2:21])=[N:19][C:17]2=[O:18])[CH2:13][O:12]1. (4) Given the reactants [CH:1]1([C:4]2[CH:25]=[N:24][C:7]3[O:8][CH2:9][CH2:10][N:11]([C:12]([C:14]4[CH:19]=[C:18]([Br:20])[C:17]([O:21]C)=[C:16]([Br:23])[CH:15]=4)=[O:13])[C:6]=3[CH:5]=2)[CH2:3][CH2:2]1.B(Br)(Br)Br.[OH-].[Na+], predict the reaction product. The product is: [CH:1]1([C:4]2[CH:25]=[N:24][C:7]3[O:8][CH2:9][CH2:10][N:11]([C:12]([C:14]4[CH:15]=[C:16]([Br:23])[C:17]([OH:21])=[C:18]([Br:20])[CH:19]=4)=[O:13])[C:6]=3[CH:5]=2)[CH2:2][CH2:3]1. (5) Given the reactants O[C:2](=[C:7]1[C:11]2[CH:12]=[C:13]([N+:16]([O-:18])=[O:17])[CH:14]=[CH:15][C:10]=2[O:9][C:8]1=O)[CH2:3][CH2:4]CC.S(=O)(=O)(O)O.[C:25]([OH:28])(=[O:27])[CH3:26], predict the reaction product. The product is: [CH2:7]([C:8]1[O:9][C:10]2[CH:15]=[CH:14][C:13]([N+:16]([O-:18])=[O:17])=[CH:12][C:11]=2[C:26]=1[C:25]([OH:28])=[O:27])[CH2:2][CH2:3][CH3:4]. (6) Given the reactants Br[CH2:2][CH2:3][CH2:4][CH2:5][CH2:6][CH2:7][C:8]1[C:14]2[CH:15]=[CH:16][C:17]([OH:19])=[CH:18][C:13]=2[CH2:12][CH2:11][CH2:10][C:9]=1[C:20]1[CH:25]=[CH:24][CH:23]=[CH:22][CH:21]=1.[CH3:26][NH:27][CH2:28][CH2:29][CH2:30][S:31]([CH2:34][CH2:35][C:36]([F:39])([F:38])[F:37])(=[O:33])=[O:32], predict the reaction product. The product is: [CH3:26][N:27]([CH2:28][CH2:29][CH2:30][S:31]([CH2:34][CH2:35][C:36]([F:38])([F:39])[F:37])(=[O:33])=[O:32])[CH2:2][CH2:3][CH2:4][CH2:5][CH2:6][CH2:7][C:8]1[C:14]2[CH:15]=[CH:16][C:17]([OH:19])=[CH:18][C:13]=2[CH2:12][CH2:11][CH2:10][C:9]=1[C:20]1[CH:25]=[CH:24][CH:23]=[CH:22][CH:21]=1. (7) Given the reactants [F:1][C:2]1[CH:3]=[C:4]([C@@:15]([C:24]2[CH:29]=[CH:28][C:27]([F:30])=[CH:26][CH:25]=2)([NH2:23])[CH2:16][C:17]2[CH:22]=[CH:21][CH:20]=[CH:19][CH:18]=2)[CH:5]=[C:6]([O:8][C:9]([F:14])([F:13])[CH:10]([F:12])[F:11])[CH:7]=1.[C:31]([O:35][C:36]([N:38]1[CH2:42][C@H:41]([F:43])[CH2:40][C@H:39]1[C:44](O)=[O:45])=[O:37])([CH3:34])([CH3:33])[CH3:32].CCN=C=NCCCN(C)C, predict the reaction product. The product is: [F:43][C@H:41]1[CH2:42][N:38]([C:36]([O:35][C:31]([CH3:32])([CH3:33])[CH3:34])=[O:37])[C@H:39]([C:44](=[O:45])[NH:23][C@@:15]([C:4]2[CH:5]=[C:6]([O:8][C:9]([F:14])([F:13])[CH:10]([F:12])[F:11])[CH:7]=[C:2]([F:1])[CH:3]=2)([C:24]2[CH:29]=[CH:28][C:27]([F:30])=[CH:26][CH:25]=2)[CH2:16][C:17]2[CH:22]=[CH:21][CH:20]=[CH:19][CH:18]=2)[CH2:40]1. (8) Given the reactants [NH2:1][C:2]1[CH:7]=[C:6]([C:8]([F:11])([F:10])[F:9])[CH:5]=[CH:4][C:3]=1[NH:12][C:13]1[CH:14]=[C:15]([CH:21]=[CH:22][CH:23]=1)[C:16]([O:18][CH2:19][CH3:20])=[O:17].N1C=CC=CC=1.C1COCC1.[CH:35]1([C:41](Cl)=[O:42])[CH2:40][CH2:39][CH2:38][CH2:37][CH2:36]1, predict the reaction product. The product is: [CH:35]1([C:41]([NH:1][C:2]2[CH:7]=[C:6]([C:8]([F:10])([F:11])[F:9])[CH:5]=[CH:4][C:3]=2[NH:12][C:13]2[CH:14]=[C:15]([CH:21]=[CH:22][CH:23]=2)[C:16]([O:18][CH2:19][CH3:20])=[O:17])=[O:42])[CH2:40][CH2:39][CH2:38][CH2:37][CH2:36]1. (9) Given the reactants ClB(Cl)Cl.[F:5][C:6]1[CH:11]=[CH:10][C:9]([C:12]2[O:13][C:14]3[CH:24]=[C:23]([O:25][CH2:26][C:27]([F:30])([F:29])[F:28])[C:22]([O:31]C(C)C)=[CH:21][C:15]=3[C:16]=2[C:17]([NH:19][CH3:20])=[O:18])=[CH:8][CH:7]=1, predict the reaction product. The product is: [F:5][C:6]1[CH:7]=[CH:8][C:9]([C:12]2[O:13][C:14]3[CH:24]=[C:23]([O:25][CH2:26][C:27]([F:28])([F:29])[F:30])[C:22]([OH:31])=[CH:21][C:15]=3[C:16]=2[C:17]([NH:19][CH3:20])=[O:18])=[CH:10][CH:11]=1.